From a dataset of Full USPTO retrosynthesis dataset with 1.9M reactions from patents (1976-2016). Predict the reactants needed to synthesize the given product. (1) Given the product [CH2:7]([S:8][C:16]1[CH:23]=[CH:22][C:19]([CH:20]=[O:21])=[CH:18][CH:17]=1)[C:1]1[CH:6]=[CH:5][CH:4]=[CH:3][CH:2]=1, predict the reactants needed to synthesize it. The reactants are: [C:1]1([CH2:7][SH:8])[CH:6]=[CH:5][CH:4]=[CH:3][CH:2]=1.C(=O)([O-])[O-].[K+].[K+].F[C:16]1[CH:23]=[CH:22][C:19]([CH:20]=[O:21])=[CH:18][CH:17]=1. (2) Given the product [CH3:23][C:24]1[CH:29]=[CH:28][N:27]2[CH:30]=[C:31]([C:33]3[C:34](=[O:35])[O:9][C:8]4=[N:7][C:6]([N:10]5[CH2:15][CH2:14][N:13]([C:16]([O:18][C:19]([CH3:22])([CH3:21])[CH3:20])=[O:17])[CH2:12][CH2:11]5)=[CH:5][CH:4]=[C:3]4[CH:1]=3)[N:32]=[C:26]2[CH:25]=1, predict the reactants needed to synthesize it. The reactants are: [CH:1]([C:3]1[CH:4]=[CH:5][C:6]([N:10]2[CH2:15][CH2:14][N:13]([C:16]([O:18][C:19]([CH3:22])([CH3:21])[CH3:20])=[O:17])[CH2:12][CH2:11]2)=[N:7][C:8]=1[OH:9])=O.[CH3:23][C:24]1[CH:29]=[CH:28][N:27]2[CH:30]=[C:31]([CH2:33][C:34](OCC)=[O:35])[N:32]=[C:26]2[CH:25]=1.N1CCCCC1.C(O)(=O)C. (3) Given the product [Si:15]([O:4][CH2:3][C@H:2]([C:5]1[CH:10]=[CH:9][CH:8]=[CH:7][CH:6]=1)[NH2:1])([C:11]([CH3:14])([CH3:13])[CH3:12])([CH3:17])[CH3:16], predict the reactants needed to synthesize it. The reactants are: [NH2:1][C@@H:2]([C:5]1[CH:10]=[CH:9][CH:8]=[CH:7][CH:6]=1)[CH2:3][OH:4].[C:11]([Si:15](Cl)([CH3:17])[CH3:16])([CH3:14])([CH3:13])[CH3:12].C(N(CC)CC)C.